Dataset: Full USPTO retrosynthesis dataset with 1.9M reactions from patents (1976-2016). Task: Predict the reactants needed to synthesize the given product. (1) The reactants are: C(OC([N:8]1[CH2:14][CH2:13][C:12]2[CH:15]=[CH:16][C:17]([O:19][S:20]([CH3:23])(=[O:22])=[O:21])=[CH:18][C:11]=2[CH2:10][CH2:9]1)=O)(C)(C)C.FC(F)(F)C(O)=O. Given the product [CH3:23][S:20]([O:19][C:17]1[CH:16]=[CH:15][C:12]2[CH2:13][CH2:14][NH:8][CH2:9][CH2:10][C:11]=2[CH:18]=1)(=[O:21])=[O:22], predict the reactants needed to synthesize it. (2) Given the product [CH3:13][O:14][C:15](=[O:26])[CH:16]([C:17]1[CH:22]=[CH:21][C:20]([S:23][CH3:24])=[C:19]([Cl:25])[CH:18]=1)[CH2:28][CH:29]1[CH2:33][CH2:32][CH2:31][CH2:30]1, predict the reactants needed to synthesize it. The reactants are: C(NC(C)C)(C)C.C([Li])CCC.[CH3:13][O:14][C:15](=[O:26])[CH2:16][C:17]1[CH:22]=[CH:21][C:20]([S:23][CH3:24])=[C:19]([Cl:25])[CH:18]=1.I[CH2:28][CH:29]1[CH2:33][CH2:32][CH2:31][CH2:30]1. (3) Given the product [O:13]1[C:17]2([CH2:22][CH2:21][N:20]([C:2]3[CH:3]=[CH:4][C:5]4[O:10][CH2:9][C:8](=[O:11])[NH:7][C:6]=4[CH:12]=3)[CH2:19][CH2:18]2)[O:16][CH2:15][CH2:14]1, predict the reactants needed to synthesize it. The reactants are: Br[C:2]1[CH:3]=[CH:4][C:5]2[O:10][CH2:9][C:8](=[O:11])[NH:7][C:6]=2[CH:12]=1.[O:13]1[C:17]2([CH2:22][CH2:21][NH:20][CH2:19][CH2:18]2)[O:16][CH2:15][CH2:14]1.C[Si]([N-][Si](C)(C)C)(C)C.[Li+]. (4) Given the product [CH3:1][C:2]1([CH3:14])[C:6]([CH3:7])([CH3:8])[O:5][B:4]([C:9]2[CH:13]=[N:12][N:11]([CH2:17][CH2:18][N:19]3[CH2:24][CH2:23][O:22][CH2:21][CH2:20]3)[CH:10]=2)[O:3]1, predict the reactants needed to synthesize it. The reactants are: [CH3:1][C:2]1([CH3:14])[C:6]([CH3:8])([CH3:7])[O:5][B:4]([C:9]2[CH:10]=[N:11][NH:12][CH:13]=2)[O:3]1.Cl.Cl[CH2:17][CH2:18][N:19]1[CH2:24][CH2:23][O:22][CH2:21][CH2:20]1.C(=O)([O-])[O-].[Cs+].[Cs+].